This data is from Reaction yield outcomes from USPTO patents with 853,638 reactions. The task is: Predict the reaction yield, written as a fraction of the theoretical maximum amount of product (1.0 means a 100% yield; for example, 0.34 means a 34% yield). The reactants are [CH2:1]([O:8][C:9]1[CH:10]=[C:11]([CH2:15][CH2:16][NH:17][CH:18]2[CH2:22][CH2:21][O:20][CH2:19]2)[CH:12]=[CH:13][CH:14]=1)[C:2]1[CH:7]=[CH:6][CH:5]=[CH:4][CH:3]=1.C(N(CC)CC)C.Cl[CH2:31][C:32]([N:34]([CH3:36])[CH3:35])=[O:33]. The catalyst is CN(C)C=O. The product is [CH2:1]([O:8][C:9]1[CH:10]=[C:11]([CH2:15][CH2:16][N:17]([CH:18]2[CH2:22][CH2:21][O:20][CH2:19]2)[CH2:31][C:32]([N:34]([CH3:36])[CH3:35])=[O:33])[CH:12]=[CH:13][CH:14]=1)[C:2]1[CH:7]=[CH:6][CH:5]=[CH:4][CH:3]=1. The yield is 0.590.